Dataset: Peptide-MHC class I binding affinity with 185,985 pairs from IEDB/IMGT. Task: Regression. Given a peptide amino acid sequence and an MHC pseudo amino acid sequence, predict their binding affinity value. This is MHC class I binding data. The peptide sequence is AQRPAKYSY. The MHC is HLA-A01:01 with pseudo-sequence HLA-A01:01. The binding affinity (normalized) is 0.0847.